From a dataset of NCI-60 drug combinations with 297,098 pairs across 59 cell lines. Regression. Given two drug SMILES strings and cell line genomic features, predict the synergy score measuring deviation from expected non-interaction effect. (1) Synergy scores: CSS=13.0, Synergy_ZIP=2.92, Synergy_Bliss=8.16, Synergy_Loewe=-5.69, Synergy_HSA=5.88. Drug 1: CC(C1=C(C=CC(=C1Cl)F)Cl)OC2=C(N=CC(=C2)C3=CN(N=C3)C4CCNCC4)N. Cell line: OVCAR3. Drug 2: CC1=C(C(=CC=C1)Cl)NC(=O)C2=CN=C(S2)NC3=CC(=NC(=N3)C)N4CCN(CC4)CCO. (2) Drug 1: COC1=CC(=CC(=C1O)OC)C2C3C(COC3=O)C(C4=CC5=C(C=C24)OCO5)OC6C(C(C7C(O6)COC(O7)C8=CC=CS8)O)O. Drug 2: C1=C(C(=O)NC(=O)N1)F. Cell line: UO-31. Synergy scores: CSS=34.2, Synergy_ZIP=-4.69, Synergy_Bliss=-3.87, Synergy_Loewe=0.995, Synergy_HSA=1.30. (3) Drug 1: C1CC2CC3=C(CC1C24CN(S(=O)(=O)N4)CC(F)(F)F)C=CC(=C3)C=CCN5CCC(CC5)C(F)(F)F. Drug 2: C1CC(CCC1OC2=C(C(=CC=C2)Cl)F)(CC3=NC(=CC=C3)NC4=NC=CS4)C(=O)O. Cell line: OVCAR3. Synergy scores: CSS=26.0, Synergy_ZIP=-2.74, Synergy_Bliss=1.76, Synergy_Loewe=5.90, Synergy_HSA=7.43. (4) Drug 1: CC1=C(C=C(C=C1)NC2=NC=CC(=N2)N(C)C3=CC4=NN(C(=C4C=C3)C)C)S(=O)(=O)N.Cl. Drug 2: C1C(C(OC1N2C=NC3=C2NC=NCC3O)CO)O. Cell line: SK-MEL-5. Synergy scores: CSS=3.94, Synergy_ZIP=4.38, Synergy_Bliss=9.66, Synergy_Loewe=5.22, Synergy_HSA=6.02. (5) Drug 1: CC1CCCC2(C(O2)CC(NC(=O)CC(C(C(=O)C(C1O)C)(C)C)O)C(=CC3=CSC(=N3)C)C)C. Drug 2: CC1C(C(CC(O1)OC2CC(CC3=C2C(=C4C(=C3O)C(=O)C5=CC=CC=C5C4=O)O)(C(=O)C)O)N)O. Cell line: SNB-19. Synergy scores: CSS=42.5, Synergy_ZIP=-0.0773, Synergy_Bliss=0.159, Synergy_Loewe=3.25, Synergy_HSA=3.39. (6) Drug 1: C1C(C(OC1N2C=C(C(=O)NC2=O)F)CO)O. Drug 2: CC1=C2C(C(=O)C3(C(CC4C(C3C(C(C2(C)C)(CC1OC(=O)C(C(C5=CC=CC=C5)NC(=O)C6=CC=CC=C6)O)O)OC(=O)C7=CC=CC=C7)(CO4)OC(=O)C)O)C)OC(=O)C. Cell line: BT-549. Synergy scores: CSS=21.1, Synergy_ZIP=-5.29, Synergy_Bliss=-3.16, Synergy_Loewe=-1.44, Synergy_HSA=1.06. (7) Drug 1: CC1OCC2C(O1)C(C(C(O2)OC3C4COC(=O)C4C(C5=CC6=C(C=C35)OCO6)C7=CC(=C(C(=C7)OC)O)OC)O)O. Drug 2: C1=CC(=CC=C1C#N)C(C2=CC=C(C=C2)C#N)N3C=NC=N3. Cell line: T-47D. Synergy scores: CSS=33.4, Synergy_ZIP=-9.55, Synergy_Bliss=-1.39, Synergy_Loewe=-10.7, Synergy_HSA=-1.24.